From a dataset of Full USPTO retrosynthesis dataset with 1.9M reactions from patents (1976-2016). Predict the reactants needed to synthesize the given product. (1) Given the product [CH2:1]([CH:5]([CH2:11][C:12]1[CH:17]=[CH:16][C:15]([O:18][CH2:19][CH2:20][CH2:21][NH:22][C:23](=[O:36])[C:24]2[CH:29]=[CH:28][C:27]([C:30]3[CH:35]=[CH:34][CH:33]=[CH:32][N:31]=3)=[CH:26][CH:25]=2)=[CH:14][CH:13]=1)[C:6]([OH:8])=[O:7])[CH2:2][CH2:3][CH3:4], predict the reactants needed to synthesize it. The reactants are: [CH2:1]([CH:5]([CH2:11][C:12]1[CH:17]=[CH:16][C:15]([O:18][CH2:19][CH2:20][CH2:21][NH:22][C:23](=[O:36])[C:24]2[CH:29]=[CH:28][C:27]([C:30]3[CH:35]=[CH:34][CH:33]=[CH:32][N:31]=3)=[CH:26][CH:25]=2)=[CH:14][CH:13]=1)[C:6]([O:8]CC)=[O:7])[CH2:2][CH2:3][CH3:4].[OH-].[Na+]. (2) Given the product [C:29]([N:26]1[CH2:27][CH2:28][CH:23]([N:4]([CH:1]2[CH2:3][CH2:2]2)[C:5](=[O:22])[C:6]2[CH:11]=[CH:10][C:9]([C:12]3[CH:13]=[CH:14][C:15]([S:18]([CH3:21])(=[O:19])=[O:20])=[CH:16][CH:17]=3)=[N:8][CH:7]=2)[CH2:24][CH2:25]1)#[N:31], predict the reactants needed to synthesize it. The reactants are: [CH:1]1([N:4]([CH:23]2[CH2:28][CH2:27][NH:26][CH2:25][CH2:24]2)[C:5](=[O:22])[C:6]2[CH:11]=[CH:10][C:9]([C:12]3[CH:17]=[CH:16][C:15]([S:18]([CH3:21])(=[O:20])=[O:19])=[CH:14][CH:13]=3)=[N:8][CH:7]=2)[CH2:3][CH2:2]1.[CH2:29]([N:31](C(C)C)C(C)C)C.O.C(OCC)(=O)C. (3) Given the product [Cl:29][C:30]1[CH:35]=[CH:34][C:33]([S:36]([NH:21][CH2:20][CH2:19][CH2:18][N:9]2[C:10]3[CH:17]=[CH:16][CH:15]=[CH:14][C:11]=3[CH2:12][CH2:13][C:7]3[CH:6]=[CH:5][CH:4]=[C:3]([Cl:2])[C:8]2=3)(=[O:38])=[O:37])=[CH:32][CH:31]=1, predict the reactants needed to synthesize it. The reactants are: Cl.[Cl:2][C:3]1[C:8]2[N:9]([CH2:18][CH2:19][CH2:20][NH2:21])[C:10]3[CH:17]=[CH:16][CH:15]=[CH:14][C:11]=3[CH2:12][CH2:13][C:7]=2[CH:6]=[CH:5][CH:4]=1.C(N(CC)CC)C.[Cl:29][C:30]1[CH:35]=[CH:34][C:33]([S:36](Cl)(=[O:38])=[O:37])=[CH:32][CH:31]=1. (4) Given the product [CH3:18][O:19][C:2]1[CH:3]=[C:4]2[C:8](=[CH:9][CH:10]=1)[NH:7][CH:6]=[C:5]2[CH:11]1[CH2:15][C:14](=[O:16])[NH:13][C:12]1=[O:17], predict the reactants needed to synthesize it. The reactants are: F[C:2]1[CH:3]=[C:4]2[C:8](=[CH:9][CH:10]=1)[NH:7][CH:6]=[C:5]2[CH:11]1[CH2:15][C:14](=[O:16])[NH:13][C:12]1=[O:17].[CH3:18][O:19]C1C=C2C(=CC=1)NC=C2.C1(=O)NC(=O)C=C1. (5) Given the product [CH3:14][C:13]([C:11]1[S:12][C:8]([C:6]2[CH:5]=[CH:4][N:3]=[C:2]([NH:36][CH2:37][CH2:38][CH2:39][N:40]3[CH2:44][CH2:43][CH2:42][C:41]3=[O:45])[N:7]=2)=[C:9]([C:17]2[C:18]([F:35])=[C:19]([NH:23][S:24]([C:27]3[CH:32]=[C:31]([F:33])[CH:30]=[CH:29][C:28]=3[F:34])(=[O:26])=[O:25])[CH:20]=[CH:21][CH:22]=2)[N:10]=1)([CH3:16])[CH3:15], predict the reactants needed to synthesize it. The reactants are: Cl[C:2]1[N:7]=[C:6]([C:8]2[S:12][C:11]([C:13]([CH3:16])([CH3:15])[CH3:14])=[N:10][C:9]=2[C:17]2[C:18]([F:35])=[C:19]([NH:23][S:24]([C:27]3[CH:32]=[C:31]([F:33])[CH:30]=[CH:29][C:28]=3[F:34])(=[O:26])=[O:25])[CH:20]=[CH:21][CH:22]=2)[CH:5]=[CH:4][N:3]=1.[NH2:36][CH2:37][CH2:38][CH2:39][N:40]1[CH2:44][CH2:43][CH2:42][C:41]1=[O:45]. (6) Given the product [C:1]([O:5][C:6]([N:8]1[CH2:12][C@H:11]([CH2:13][CH2:14][C:15]2[CH:20]=[CH:19][C:18]3[C:17](=[CH:52][CH:53]=[CH:54][CH:55]=3)[CH:16]=2)[C@@H:10]([C:21](=[O:43])[NH:22][C@:23]2([C:28]([NH:30][S:31]([C:34]3[CH:35]=[CH:36][CH:37]=[C:38]4[C:42]=3[NH:41][CH:40]=[CH:39]4)(=[O:32])=[O:33])=[O:29])[CH2:25][C@H:24]2[CH:26]=[CH2:27])[CH2:9]1)=[O:7])([CH3:2])([CH3:3])[CH3:4], predict the reactants needed to synthesize it. The reactants are: [C:1]([O:5][C:6]([N:8]1[CH2:12][C@H:11]([CH2:13][CH2:14][C:15]2[CH:20]=[CH:19][CH:18]=[CH:17][CH:16]=2)[C@@H:10]([C:21](=[O:43])[NH:22][C@:23]2([C:28]([NH:30][S:31]([C:34]3[CH:35]=[CH:36][CH:37]=[C:38]4[C:42]=3[NH:41][CH:40]=[CH:39]4)(=[O:33])=[O:32])=[O:29])[CH2:25][C@H:24]2[CH:26]=[CH2:27])[CH2:9]1)=[O:7])([CH3:4])([CH3:3])[CH3:2].C(OC(N1[CH2:55][C@H:54](CCC2C=CC3C(=CC=CC=3)C=2)[C@@H:53](C(O)=O)[CH2:52]1)=O)(C)(C)C.Cl.NC1(C(NS(C2C=CC=C3C=2NC=C3)(=O)=O)=O)CC1.C(OC(C)(C)C)=O. (7) Given the product [CH2:21]([N:28]1[CH2:32][CH2:31][CH:30]([NH:33][C:4]2[N:3]=[C:2]([CH3:1])[C:7]([C:8]([O:10][CH2:11][C:12]3[CH:17]=[CH:16][CH:15]=[CH:14][CH:13]=3)=[O:9])=[CH:6][N:5]=2)[CH2:29]1)[C:22]1[CH:23]=[CH:24][CH:25]=[CH:26][CH:27]=1, predict the reactants needed to synthesize it. The reactants are: [CH3:1][C:2]1[C:7]([C:8]([O:10][CH2:11][C:12]2[CH:17]=[CH:16][CH:15]=[CH:14][CH:13]=2)=[O:9])=[CH:6][N:5]=[C:4](S(C)=O)[N:3]=1.[CH2:21]([N:28]1[CH2:32][CH2:31][CH:30]([NH2:33])[CH2:29]1)[C:22]1[CH:27]=[CH:26][CH:25]=[CH:24][CH:23]=1.C(N(CC)C(C)C)(C)C.CCOC(C)=O. (8) Given the product [F:48][C:49]1([F:53])[CH2:52][N:51]([C:27]2[CH:32]=[C:31]([C:33]([N:35]3[CH2:40][CH2:39][CH2:38][CH:37]([C:41]4[CH:42]=[CH:43][C:44]([CH3:47])=[CH:45][CH:46]=4)[CH2:36]3)=[O:34])[CH:30]=[CH:29][N:28]=2)[CH2:50]1, predict the reactants needed to synthesize it. The reactants are: C(N(C)C1C=C(C(N2CCCC(C3C=CC(C)=CC=3)C2)=O)C=CN=1)C.F[C:27]1[CH:32]=[C:31]([C:33]([N:35]2[CH2:40][CH2:39][CH2:38][CH:37]([C:41]3[CH:46]=[CH:45][C:44]([CH3:47])=[CH:43][CH:42]=3)[CH2:36]2)=[O:34])[CH:30]=[CH:29][N:28]=1.[F:48][C:49]1([F:53])[CH2:52][NH:51][CH2:50]1. (9) Given the product [C:19]([C:21]1[CH:22]=[C:23]([S:27]([N:6]([CH2:5][C:4]2[CH:3]=[C:2]([Cl:1])[CH:17]=[C:16]([Cl:18])[CH:15]=2)[CH2:7][C:8]2[CH:9]=[CH:10][C:11]([F:14])=[CH:12][CH:13]=2)(=[O:29])=[O:28])[CH:24]=[CH:25][CH:26]=1)#[N:20], predict the reactants needed to synthesize it. The reactants are: [Cl:1][C:2]1[CH:3]=[C:4]([CH:15]=[C:16]([Cl:18])[CH:17]=1)[CH2:5][NH:6][CH2:7][C:8]1[CH:13]=[CH:12][C:11]([F:14])=[CH:10][CH:9]=1.[C:19]([C:21]1[CH:22]=[C:23]([S:27](Cl)(=[O:29])=[O:28])[CH:24]=[CH:25][CH:26]=1)#[N:20].CCN(CC)CC.S(Cl)(Cl)(=O)=O. (10) Given the product [F:14][C:7]1[CH:6]=[C:5]2[C:4](=[C:9]([C:10]([F:11])([F:12])[F:13])[CH:8]=1)[C:3](=[O:17])[N:25]([CH2:24][C:23]1[CH:22]=[CH:21][C:20]([C:19]([F:18])([F:28])[F:29])=[CH:27][CH:26]=1)[CH2:15]2, predict the reactants needed to synthesize it. The reactants are: CO[C:3](=[O:17])[C:4]1[C:9]([C:10]([F:13])([F:12])[F:11])=[CH:8][C:7]([F:14])=[CH:6][C:5]=1[CH2:15]Br.[F:18][C:19]([F:29])([F:28])[C:20]1[CH:27]=[CH:26][C:23]([CH2:24][NH2:25])=[CH:22][CH:21]=1.C([O-])([O-])=O.[K+].[K+].C(OCC)(=O)C.